From a dataset of hERG Central: cardiac toxicity at 1µM, 10µM, and general inhibition. Predict hERG channel inhibition at various concentrations. (1) The molecule is COc1ccc(Cc2noc(CN3CCCN(C4Cc5ccccc5C4)CC3)n2)cc1OC. Results: hERG_inhib (hERG inhibition (general)): blocker. (2) The drug is CC(Nc1nc(N2CCN(CCO)CC2)nc2ccccc12)c1ccccc1. Results: hERG_inhib (hERG inhibition (general)): blocker.